Dataset: NCI-60 drug combinations with 297,098 pairs across 59 cell lines. Task: Regression. Given two drug SMILES strings and cell line genomic features, predict the synergy score measuring deviation from expected non-interaction effect. Drug 1: CC1=C(C(=CC=C1)Cl)NC(=O)C2=CN=C(S2)NC3=CC(=NC(=N3)C)N4CCN(CC4)CCO. Drug 2: CC1C(C(CC(O1)OC2CC(OC(C2O)C)OC3=CC4=CC5=C(C(=O)C(C(C5)C(C(=O)C(C(C)O)O)OC)OC6CC(C(C(O6)C)O)OC7CC(C(C(O7)C)O)OC8CC(C(C(O8)C)O)(C)O)C(=C4C(=C3C)O)O)O)O. Cell line: TK-10. Synergy scores: CSS=48.7, Synergy_ZIP=0.886, Synergy_Bliss=1.01, Synergy_Loewe=-1.11, Synergy_HSA=2.87.